Dataset: Catalyst prediction with 721,799 reactions and 888 catalyst types from USPTO. Task: Predict which catalyst facilitates the given reaction. (1) Reactant: [CH3:1]S(N)(=O)=O.[NH:6]1[CH2:10][CH2:9][N:8]=[C:7]1[CH2:11][N:12]1[C:20]2[C:15](=[CH:16][C:17](N)=[CH:18][CH:19]=2)[C:14]([S:22]([CH3:25])(=[O:24])=[O:23])=[CH:13]1.CS(Cl)(=O)=O. Product: [NH:6]1[CH2:10][CH2:9][N:8]=[C:7]1[CH2:11][N:12]1[C:20]2[C:15](=[CH:16][CH:17]=[CH:18][C:19]=2[CH3:1])[C:14]([S:22]([CH3:25])(=[O:24])=[O:23])=[CH:13]1. The catalyst class is: 17. (2) Reactant: C(OC([N:8]1[CH2:13][CH:12]2[CH2:14][CH:9]1[CH2:10][N:11]2[C:15]1[N:20]2[CH:21]=[CH:22][N:23]=[C:19]2[CH:18]=[C:17]([C:24]2[CH:29]=[CH:28][N:27]=[C:26]([NH:30][CH:31]([C:33]3[CH:38]=[CH:37][CH:36]=[CH:35][CH:34]=3)[CH3:32])[CH:25]=2)[N:16]=1)=O)(C)(C)C.CO. Product: [C@H:12]12[CH2:14][C@H:9]([NH:8][CH2:13]1)[CH2:10][N:11]2[C:15]1[N:20]2[CH:21]=[CH:22][N:23]=[C:19]2[CH:18]=[C:17]([C:24]2[CH:29]=[CH:28][N:27]=[C:26]([NH:30][C@H:31]([C:33]3[CH:34]=[CH:35][CH:36]=[CH:37][CH:38]=3)[CH3:32])[CH:25]=2)[N:16]=1. The catalyst class is: 258. (3) Reactant: [NH2:1][C:2]1[CH:10]=[C:9]([F:11])[C:8]([Br:12])=[CH:7][C:3]=1[C:4](O)=[O:5].Cl.CN.[CH3:16][N:17](C(ON1N=NC2C=CC=CC1=2)=[N+](C)C)C.[B-](F)(F)(F)F.CCN(C(C)C)C(C)C. Product: [NH2:1][C:2]1[CH:10]=[C:9]([F:11])[C:8]([Br:12])=[CH:7][C:3]=1[C:4]([NH:17][CH3:16])=[O:5]. The catalyst class is: 2. (4) Reactant: [CH2:1]([N:8]1[C:12]2[CH:13]=[CH:14][C:15]([N+:17]([O-])=O)=[CH:16][C:11]=2[S:10][C:9]1=[O:20])[C:2]1[CH:7]=[CH:6][CH:5]=[CH:4][CH:3]=1.C(O)C.[Cl-].[NH4+]. Product: [NH2:17][C:15]1[CH:14]=[CH:13][C:12]2[N:8]([CH2:1][C:2]3[CH:7]=[CH:6][CH:5]=[CH:4][CH:3]=3)[C:9](=[O:20])[S:10][C:11]=2[CH:16]=1. The catalyst class is: 6. (5) Reactant: [C:1]([O:5][C:6]([NH:8][CH2:9][C@H:10]1[CH2:15][CH2:14][C@H:13]([C:16]([NH:18][C@H:19]([C:38](=[O:55])[NH:39][C:40]2[CH:45]=[CH:44][C:43]([C:46]3[NH:50][N:49]=[C:48]([C:51]([F:54])([F:53])[F:52])[N:47]=3)=[CH:42][CH:41]=2)[CH2:20][C:21]2[CH:26]=[CH:25][C:24]([C:27]3[CH:32]=[CH:31][C:30]([C:33]([O:35]C)=[O:34])=[CH:29][C:28]=3[CH3:37])=[CH:23][CH:22]=2)=[O:17])[CH2:12][CH2:11]1)=[O:7])([CH3:4])([CH3:3])[CH3:2].[OH-].[Li+]. Product: [C:1]([O:5][C:6]([NH:8][CH2:9][C@H:10]1[CH2:15][CH2:14][C@H:13]([C:16]([NH:18][C@H:19]([C:38](=[O:55])[NH:39][C:40]2[CH:45]=[CH:44][C:43]([C:46]3[NH:50][N:49]=[C:48]([C:51]([F:54])([F:53])[F:52])[N:47]=3)=[CH:42][CH:41]=2)[CH2:20][C:21]2[CH:22]=[CH:23][C:24]([C:27]3[CH:32]=[CH:31][C:30]([C:33]([OH:35])=[O:34])=[CH:29][C:28]=3[CH3:37])=[CH:25][CH:26]=2)=[O:17])[CH2:12][CH2:11]1)=[O:7])([CH3:4])([CH3:2])[CH3:3]. The catalyst class is: 30. (6) Reactant: [CH3:1][C:2]1[CH:7]=[CH:6][N:5]2[C:8]([C:11]([NH:13][C:14]3[CH:19]=[C:18]([C:20]4[N:24]=[C:23]([CH2:25][CH2:26][C:27](=[O:29])[CH3:28])[O:22][N:21]=4)[CH:17]=[CH:16][C:15]=3[CH3:30])=[O:12])=[CH:9][N:10]=[C:4]2[CH:3]=1.CCCC[N+](CCCC)(CCCC)CCCC.[F-].[F:49][C:50]([Si](C)(C)C)([F:52])[F:51].C(Cl)Cl. Product: [CH3:1][C:2]1[CH:7]=[CH:6][N:5]2[C:8]([C:11]([NH:13][C:14]3[CH:19]=[C:18]([C:20]4[N:24]=[C:23]([CH2:25][CH2:26][C:27]([OH:29])([CH3:28])[C:50]([F:52])([F:51])[F:49])[O:22][N:21]=4)[CH:17]=[CH:16][C:15]=3[CH3:30])=[O:12])=[CH:9][N:10]=[C:4]2[CH:3]=1. The catalyst class is: 1. (7) Reactant: [F:1][C:2]1[CH:11]=[C:10]2[C:5]([CH:6]=[CH:7][C:8](=[O:31])[N:9]2[CH2:12][CH2:13][N:14]2[CH2:18][CH2:17][C@@H:16]([CH2:19][NH:20]C(=O)OCC3C=CC=CC=3)[CH2:15]2)=[CH:4][CH:3]=1. Product: [NH2:20][CH2:19][C@@H:16]1[CH2:17][CH2:18][N:14]([CH2:13][CH2:12][N:9]2[C:10]3[C:5](=[CH:4][CH:3]=[C:2]([F:1])[CH:11]=3)[CH:6]=[CH:7][C:8]2=[O:31])[CH2:15]1. The catalyst class is: 19.